From a dataset of Catalyst prediction with 721,799 reactions and 888 catalyst types from USPTO. Predict which catalyst facilitates the given reaction. Reactant: [O:1]1[C:5]2[CH:6]=[CH:7][CH:8]=[CH:9][C:4]=2[CH:3]=[C:2]1[C:10]1[CH:11]=[C:12]2[C:17](=[CH:18][CH:19]=1)[N:16]=[C:15]([C:20]([F:23])([F:22])[F:21])[CH:14]=[C:13]2[OH:24].C([O-])([O-])=O.[Cs+].[Cs+].Br[CH2:32][C:33]#[N:34]. Product: [O:1]1[C:5]2[CH:6]=[CH:7][CH:8]=[CH:9][C:4]=2[CH:3]=[C:2]1[C:10]1[CH:11]=[C:12]2[C:17](=[CH:18][CH:19]=1)[N:16]=[C:15]([C:20]([F:22])([F:21])[F:23])[CH:14]=[C:13]2[O:24][CH2:32][C:33]#[N:34]. The catalyst class is: 692.